This data is from Catalyst prediction with 721,799 reactions and 888 catalyst types from USPTO. The task is: Predict which catalyst facilitates the given reaction. (1) Reactant: [C:1]1([C@@H:7]([C@H:9]2[O:14][CH2:13][CH2:12][N:11]([CH2:15][C:16]3[CH:21]=[CH:20][CH:19]=[CH:18][CH:17]=3)[CH2:10]2)O)[CH:6]=[CH:5][CH:4]=[CH:3][CH:2]=1.[Br-:22].[Br-].C1(P(C2C=CC=CC=2)C2C=CC=CC=2)C=CC=CC=1. Product: [Br:22][C@H:7]([C:1]1[CH:6]=[CH:5][CH:4]=[CH:3][CH:2]=1)[C@H:9]1[O:14][CH2:13][CH2:12][N:11]([CH2:15][C:16]2[CH:21]=[CH:20][CH:19]=[CH:18][CH:17]=2)[CH2:10]1. The catalyst class is: 22. (2) Reactant: [N+:1]([C:4]1[CH:5]=[C:6]([CH:8]=[CH:9][CH:10]=1)[NH2:7])([O-:3])=[O:2].C(N(CC)CC)C.[Cl:18][CH2:19][C:20](Cl)=[O:21].O. Product: [Cl:18][CH2:19][C:20]([NH:7][C:6]1[CH:8]=[CH:9][CH:10]=[C:4]([N+:1]([O-:3])=[O:2])[CH:5]=1)=[O:21]. The catalyst class is: 12. (3) Reactant: F[C:2]1[CH:3]=[CH:4][C:5]([N+:10]([O-:12])=[O:11])=[C:6]([CH:9]=1)[C:7]#[N:8].[CH2:13]([OH:20])[C:14]1[CH:19]=[CH:18][CH:17]=[CH:16][CH:15]=1.C(=O)([O-])[O-].[K+].[K+].O. Product: [CH2:13]([O:20][C:2]1[CH:3]=[CH:4][C:5]([N+:10]([O-:12])=[O:11])=[C:6]([CH:9]=1)[C:7]#[N:8])[C:14]1[CH:19]=[CH:18][CH:17]=[CH:16][CH:15]=1. The catalyst class is: 3. (4) Reactant: [H-].[H-].[H-].[H-].[Li+].[Al+3].[CH2:7]([O:14][CH2:15][C@H:16]([CH2:28][CH2:29][CH:30]=[CH2:31])[C:17](N1[C@H](C(C)C)COC1=O)=[O:18])[C:8]1[CH:13]=[CH:12][CH:11]=[CH:10][CH:9]=1.[F-].[K+]. Product: [CH2:7]([O:14][CH2:15][C@H:16]([CH2:28][CH2:29][CH:30]=[CH2:31])[CH2:17][OH:18])[C:8]1[CH:13]=[CH:12][CH:11]=[CH:10][CH:9]=1. The catalyst class is: 1. (5) Reactant: [CH3:1][C:2]1[N:3]=[CH:4][S:5][C:6]=1[CH3:7].[Br:8][CH2:9][C:10]([C:12]1[S:13][CH:14]=[CH:15][CH:16]=1)=[O:11].COC(C)(C)C. Product: [Br-:8].[S:13]1[CH:14]=[CH:15][CH:16]=[C:12]1[C:10](=[O:11])[CH2:9][N+:3]1[C:2]([CH3:1])=[C:6]([CH3:7])[S:5][CH:4]=1. The catalyst class is: 8.